From a dataset of Forward reaction prediction with 1.9M reactions from USPTO patents (1976-2016). Predict the product of the given reaction. Given the reactants CCOC(C(C#N)=N[O:8][C:9]([N:13]1[CH2:18][CH2:17][O:16][CH2:15][CH2:14]1)=[N+](C)C)=O.F[P-](F)(F)(F)(F)F.[NH:28]1[C:36]2[C:31](=[CH:32][CH:33]=[CH:34][CH:35]=2)[C:30]([C:37]2[N:38]=[N:39][N:40]([C:42]3[CH:47]=[CH:46][C:45]([CH2:48]C(O)=O)=[CH:44][CH:43]=3)[CH:41]=2)=[N:29]1.CCN(C(C)C)C(C)C.N1CCOCC1, predict the reaction product. The product is: [N:13]1([C:9](=[O:8])[CH2:48][C:45]2[CH:46]=[CH:47][C:42]([N:40]3[CH:41]=[C:37]([C:30]4[C:31]5[C:36](=[CH:35][CH:34]=[CH:33][CH:32]=5)[NH:28][N:29]=4)[N:38]=[N:39]3)=[CH:43][CH:44]=2)[CH2:14][CH2:15][O:16][CH2:17][CH2:18]1.